This data is from Full USPTO retrosynthesis dataset with 1.9M reactions from patents (1976-2016). The task is: Predict the reactants needed to synthesize the given product. (1) Given the product [CH3:36][O:4][N:3]([CH3:2])[C:13]([C:15]1[N:20]2[N:21]=[C:22]([NH:24][C:25]([NH:27][CH2:28][CH3:29])=[O:26])[N:23]=[C:19]2[CH:18]=[C:17]([C:30]2[CH:31]=[N:32][CH:33]=[CH:34][CH:35]=2)[CH:16]=1)=[O:14], predict the reactants needed to synthesize it. The reactants are: Cl.[CH3:2][N:3](C)[OH:4].C[Al](C)C.C(O[C:13]([C:15]1[N:20]2[N:21]=[C:22]([NH:24][C:25]([NH:27][CH2:28][CH3:29])=[O:26])[N:23]=[C:19]2[CH:18]=[C:17]([C:30]2[CH:31]=[N:32][CH:33]=[CH:34][CH:35]=2)[CH:16]=1)=[O:14])C.[C@H:36](O)(C([O-])=O)[C@@H](O)C([O-])=O.[Na+].[K+]. (2) Given the product [O:1]1[C:5]2[CH:6]=[CH:7][C:8]([NH:10][C:11]([NH:31][CH:27]3[CH2:30][CH2:29][CH2:28]3)=[C:12]([S:15]([C:18]3[CH:23]=[CH:22][C:21]([Cl:24])=[CH:20][CH:19]=3)(=[O:17])=[O:16])[C:13]#[N:14])=[CH:9][C:4]=2[O:3][CH2:2]1, predict the reactants needed to synthesize it. The reactants are: [O:1]1[C:5]2[CH:6]=[CH:7][C:8]([NH:10][C:11](SC)=[C:12]([S:15]([C:18]3[CH:23]=[CH:22][C:21]([Cl:24])=[CH:20][CH:19]=3)(=[O:17])=[O:16])[C:13]#[N:14])=[CH:9][C:4]=2[O:3][CH2:2]1.[CH:27]1([NH2:31])[CH2:30][CH2:29][CH2:28]1.